Dataset: Full USPTO retrosynthesis dataset with 1.9M reactions from patents (1976-2016). Task: Predict the reactants needed to synthesize the given product. (1) Given the product [C:1]([O:5][C:6]([N:8]1[CH2:13][CH:12]([O:14][Si:27]([C:23]([CH3:26])([CH3:25])[CH3:24])([CH3:29])[CH3:28])[CH2:11][CH:10]([C:15]([OH:17])=[O:16])[CH2:9]1)=[O:7])([CH3:4])([CH3:2])[CH3:3], predict the reactants needed to synthesize it. The reactants are: [C:1]([O:5][C:6]([N:8]1[CH2:13][CH:12]([OH:14])[CH2:11][CH:10]([C:15]([OH:17])=[O:16])[CH2:9]1)=[O:7])([CH3:4])([CH3:3])[CH3:2].N1C=CN=C1.[C:23]([Si:27](Cl)([CH3:29])[CH3:28])([CH3:26])([CH3:25])[CH3:24].[OH-].[Li+].Cl. (2) Given the product [OH:24][C:21]1[C:22](=[O:23])[C:14]2[CH:13]=[CH:12][C:11]3[O:10][C:9]([C:3]4[CH:4]=[CH:5][CH:6]=[CH:7][CH:8]=4)([C:25]4[CH:26]=[CH:27][CH:28]=[CH:29][CH:30]=4)[CH:18]=[CH:17][C:16]=3[C:15]=2[C:19](=[O:1])[CH:20]=1, predict the reactants needed to synthesize it. The reactants are: [OH-:1].[Na+].[C:3]1([C:9]2([C:25]3[CH:30]=[CH:29][CH:28]=[CH:27][CH:26]=3)[CH:18]=[CH:17][C:16]3[C:15]4[CH:19]=[CH:20][C:21](=[O:24])[C:22](=[O:23])[C:14]=4[CH:13]=[CH:12][C:11]=3[O:10]2)[CH:8]=[CH:7][CH:6]=[CH:5][CH:4]=1.Cl. (3) Given the product [NH2:1][C:2]1[N:3]([C:14]([O:16][C:17]([CH3:20])([CH3:19])[CH3:18])=[O:15])[CH:4]=[C:5]([CH2:7][CH2:8][CH2:9][CH2:10][CH2:11][C:12]2[N:23]=[N:22][N:21]([CH2:24][CH2:25][NH:26][C:27](=[O:43])[CH2:28][CH2:29][CH2:30][CH2:31][CH2:32][CH2:33][CH2:34][CH2:35][CH2:36][CH2:37][CH2:38][CH2:39][CH2:40][CH2:41][CH3:42])[CH:13]=2)[N:6]=1, predict the reactants needed to synthesize it. The reactants are: [NH2:1][C:2]1[N:3]([C:14]([O:16][C:17]([CH3:20])([CH3:19])[CH3:18])=[O:15])[CH:4]=[C:5]([CH2:7][CH2:8][CH2:9][CH2:10][CH2:11][C:12]#[CH:13])[N:6]=1.[N:21]([CH2:24][CH2:25][NH:26][C:27](=[O:43])[CH2:28][CH2:29][CH2:30][CH2:31][CH2:32][CH2:33][CH2:34][CH2:35][CH2:36][CH2:37][CH2:38][CH2:39][CH2:40][CH2:41][CH3:42])=[N+:22]=[N-:23]. (4) Given the product [Cl:1][C:2]1[CH:7]=[CH:6][CH:5]=[CH:4][C:3]=1[C:8]([NH:10][C:11]([NH:32][C:31]1[CH:33]=[CH:34][C:28]([O:27][C:18]2[C:17]3[C:22](=[CH:23][C:24]([O:25][CH3:26])=[C:15]([O:14][CH3:13])[CH:16]=3)[N:21]=[CH:20][CH:19]=2)=[C:29]([CH3:36])[C:30]=1[CH3:35])=[S:12])=[O:9], predict the reactants needed to synthesize it. The reactants are: [Cl:1][C:2]1[CH:7]=[CH:6][CH:5]=[CH:4][C:3]=1[C:8]([N:10]=[C:11]=[S:12])=[O:9].[CH3:13][O:14][C:15]1[CH:16]=[C:17]2[C:22](=[CH:23][C:24]=1[O:25][CH3:26])[N:21]=[CH:20][CH:19]=[C:18]2[O:27][C:28]1[CH:34]=[CH:33][C:31]([NH2:32])=[C:30]([CH3:35])[C:29]=1[CH3:36].C1(C)C=CC=CC=1. (5) Given the product [C:1]([O:5][C:6]([N:8]1[CH2:20][C@@H:19]([CH3:21])[N:18]2[C@H:10]([CH2:11][C:12]3[C:17]2=[N:16][C:15]([Br:22])=[CH:14][CH:13]=3)[CH2:9]1)=[O:7])([CH3:4])([CH3:2])[CH3:3], predict the reactants needed to synthesize it. The reactants are: [C:1]([O:5][C:6]([N:8]1[CH2:20][C@@H:19]([CH3:21])[N:18]2[C:10](=[CH:11][C:12]3[C:17]2=[N:16][C:15]([Br:22])=[CH:14][CH:13]=3)[CH2:9]1)=[O:7])([CH3:4])([CH3:3])[CH3:2].C([BH3-])#N.[Na+]. (6) Given the product [NH2:2][CH:3]([C:19]1[CH:20]=[CH:21][C:22]([O:25][CH3:26])=[CH:23][CH:24]=1)[C:4]1[CH:5]=[CH:6][C:7]([CH2:8][P:9](=[O:16])([O:13][CH2:14][CH3:15])[O:10][CH2:11][CH3:12])=[CH:17][CH:18]=1, predict the reactants needed to synthesize it. The reactants are: O[N:2]=[C:3]([C:19]1[CH:24]=[CH:23][C:22]([O:25][CH3:26])=[CH:21][CH:20]=1)[C:4]1[CH:18]=[CH:17][C:7]([CH2:8][P:9](=[O:16])([O:13][CH2:14][CH3:15])[O:10][CH2:11][CH3:12])=[CH:6][CH:5]=1. (7) The reactants are: [CH2:1]([O:3][CH:4]1[CH2:13][CH2:12][C:11]2[C:6](=[CH:7][C:8]([OH:14])=[CH:9][CH:10]=2)[O:5]1)[CH3:2].S(OC)(O[CH3:19])(=O)=O.[OH-].[Na+].O. Given the product [CH2:1]([O:3][CH:4]1[CH2:13][CH2:12][C:11]2[C:6](=[CH:7][C:8]([O:14][CH3:19])=[CH:9][CH:10]=2)[O:5]1)[CH3:2], predict the reactants needed to synthesize it. (8) Given the product [S:1]([O-:5])([O-:4])(=[O:3])=[O:2].[Si:40]([O:39][CH:31]([C:32]1[CH:37]=[CH:36][C:35]([F:38])=[CH:34][CH:33]=1)[CH2:30][CH2:29][CH:28]1[C:27](=[O:47])[N:26]([C:48]2[CH:49]=[CH:50][C:51]([F:54])=[CH:52][CH:53]=2)[CH:25]1[C:24]1[CH:23]=[CH:22][C:16]([O:17][CH2:18][CH2:19][CH2:20][NH3+:21])=[CH:15][C:14]=1[OH:13])([C:43]([CH3:45])([CH3:46])[CH3:44])([CH3:42])[CH3:41].[Si:82]([O:81][CH:80]([C:89]1[CH:94]=[CH:93][C:92]([F:95])=[CH:91][CH:90]=1)[CH2:79][CH2:78][CH:77]1[C:76](=[O:96])[N:75]([C:97]2[CH:98]=[CH:99][C:100]([F:103])=[CH:101][CH:102]=2)[CH:74]1[C:73]1[CH:72]=[CH:71][C:65]([O:66][CH2:67][CH2:68][CH2:69][NH3+:70])=[CH:64][C:63]=1[OH:62])([C:85]([CH3:87])([CH3:88])[CH3:86])([CH3:84])[CH3:83], predict the reactants needed to synthesize it. The reactants are: [S:1]([O-:5])([O-:4])(=[O:3])=[O:2].C([O:13][C:14]1[CH:15]=[C:16]([CH:22]=[CH:23][C:24]=1[CH:25]1[CH:28]([CH2:29][CH2:30][CH:31]([O:39][Si:40]([C:43]([CH3:46])([CH3:45])[CH3:44])([CH3:42])[CH3:41])[C:32]2[CH:37]=[CH:36][C:35]([F:38])=[CH:34][CH:33]=2)[C:27](=[O:47])[N:26]1[C:48]1[CH:53]=[CH:52][C:51]([F:54])=[CH:50][CH:49]=1)[O:17][CH2:18][CH2:19][CH2:20][NH3+:21])C1C=CC=CC=1.C([O:62][C:63]1[CH:64]=[C:65]([CH:71]=[CH:72][C:73]=1[CH:74]1[CH:77]([CH2:78][CH2:79][CH:80]([C:89]2[CH:94]=[CH:93][C:92]([F:95])=[CH:91][CH:90]=2)[O:81][Si:82]([C:85]([CH3:88])([CH3:87])[CH3:86])([CH3:84])[CH3:83])[C:76](=[O:96])[N:75]1[C:97]1[CH:102]=[CH:101][C:100]([F:103])=[CH:99][CH:98]=1)[O:66][CH2:67][CH2:68][CH2:69][NH3+:70])C1C=CC=CC=1.[H][H].